This data is from Reaction yield outcomes from USPTO patents with 853,638 reactions. The task is: Predict the reaction yield, written as a fraction of the theoretical maximum amount of product (1.0 means a 100% yield; for example, 0.34 means a 34% yield). (1) The reactants are [C:1]([O:5][C:6]([N:8]1[CH2:11][CH:10]([C:12]([OH:14])=O)[CH2:9]1)=[O:7])([CH3:4])([CH3:3])[CH3:2].Cl.[CH3:16][O:17][NH:18][CH3:19].C(N(CC)CC)C.CN(C(ON1N=NC2C=CC=NC1=2)=[N+](C)C)C.F[P-](F)(F)(F)(F)F.C([O-])(O)=O.[Na+]. The catalyst is CN(C=O)C.C(OCC)(=O)C.C(Cl)Cl. The product is [C:1]([O:5][C:6]([N:8]1[CH2:9][CH:10]([C:12](=[O:14])[N:18]([O:17][CH3:16])[CH3:19])[CH2:11]1)=[O:7])([CH3:2])([CH3:3])[CH3:4]. The yield is 0.830. (2) The yield is 0.950. The reactants are Br[C:2]1[CH:3]=[N:4][N:5]([CH3:16])[C:6]=1[C:7]1[CH:8]=[C:9]([C:12]([O:14][CH3:15])=[O:13])[S:10][CH:11]=1.[CH:17]1(B(O)O)[CH2:19][CH2:18]1.C(=O)([O-])[O-].[Cs+].[Cs+]. The product is [CH:17]1([C:2]2[CH:3]=[N:4][N:5]([CH3:16])[C:6]=2[C:7]2[CH:8]=[C:9]([C:12]([O:14][CH3:15])=[O:13])[S:10][CH:11]=2)[CH2:19][CH2:18]1. The catalyst is O1CCCC1. (3) The reactants are [CH3:1][N:2]1[C@@H:18]2[CH2:19][C:7]3[CH:8]=[CH:9][C:10]([O:22][CH3:23])=[C:11]4[O:12][C@H:13]5[C:14]([O:20]C)=[CH:15][CH:16]=[C:17]2[C@:5]5([C:6]=34)[CH2:4][CH2:3]1.OO.CC(C)=[O:28].Cl. The catalyst is C(O)=O.CO. The product is [CH3:1][N:2]1[C@@H:18]2[CH2:19][C:7]3[CH:8]=[CH:9][C:10]([O:22][CH3:23])=[C:11]4[O:12][C@H:13]5[C:14]([CH2:15][CH2:16][C@:17]2([OH:28])[C@:5]5([C:6]=34)[CH2:4][CH2:3]1)=[O:20]. The yield is 0.800.